Dataset: Forward reaction prediction with 1.9M reactions from USPTO patents (1976-2016). Task: Predict the product of the given reaction. (1) Given the reactants [CH2:1]([O:3][C:4](=[O:20])[CH2:5][C:6]([NH:8][C:9]1[C:14]([S:15](=[O:18])(=[O:17])[NH2:16])=[CH:13][C:12]([Br:19])=[CH:11][N:10]=1)=O)[CH3:2].C(N(CC)CC)C.C(OCC)(=O)C, predict the reaction product. The product is: [CH2:1]([O:3][C:4](=[O:20])[CH2:5][C:6]1[NH:8][C:9]2[N:10]=[CH:11][C:12]([Br:19])=[CH:13][C:14]=2[S:15](=[O:18])(=[O:17])[N:16]=1)[CH3:2]. (2) Given the reactants [F:1][C:2]1[CH:3]=[CH:4][C:5]2[N:9]=[C:8]([C@@H:10]([NH2:12])[CH3:11])[N:7]([C:13]3[N:14]([CH3:18])[N:15]=[CH:16][CH:17]=3)[C:6]=2[CH:19]=1.Cl[C:21]1[N:29]=[CH:28][N:27]=[C:26]2[C:22]=1[N:23]=[CH:24][N:25]2C1CCCCO1.CCN(C(C)C)C(C)C.Cl.O1CCOCC1, predict the reaction product. The product is: [F:1][C:2]1[CH:3]=[CH:4][C:5]2[N:9]=[C:8]([C@@H:10]([NH:12][C:21]3[N:29]=[CH:28][N:27]=[C:26]4[C:22]=3[N:23]=[CH:24][NH:25]4)[CH3:11])[N:7]([C:13]3[N:14]([CH3:18])[N:15]=[CH:16][CH:17]=3)[C:6]=2[CH:19]=1.